Dataset: Catalyst prediction with 721,799 reactions and 888 catalyst types from USPTO. Task: Predict which catalyst facilitates the given reaction. (1) Reactant: [N:1]1[CH:6]=[CH:5][C:4]([CH3:7])=[CH:3][CH:2]=1.[Li+].CC([N-]C(C)C)C.[Br:16][C:17]1[CH:28]=[CH:27][C:20]([C:21](N(OC)C)=[O:22])=[CH:19][N:18]=1. Product: [Br:16][C:17]1[N:18]=[CH:19][C:20]([C:21](=[O:22])[CH2:7][C:4]2[CH:5]=[CH:6][N:1]=[CH:2][CH:3]=2)=[CH:27][CH:28]=1. The catalyst class is: 1. (2) Reactant: [Cl:1][C:2]1[CH:3]=[C:4]([CH:8]=[CH:9][C:10]=1[Cl:11])[C:5](Cl)=[O:6].[NH2:12][C:13]1[CH:18]=[C:17]([N+:19]([O-:21])=[O:20])[CH:16]=[CH:15][C:14]=1O.C1(C)C=CC(S(O)(=O)=O)=CC=1. Product: [Cl:1][C:2]1[CH:3]=[C:4]([C:5]2[O:6][C:14]3[CH:15]=[CH:16][C:17]([N+:19]([O-:21])=[O:20])=[CH:18][C:13]=3[N:12]=2)[CH:8]=[CH:9][C:10]=1[Cl:11]. The catalyst class is: 11. (3) Reactant: [F:1][C:2]([F:18])([F:17])[CH:3]([OH:16])[CH2:4][C:5]1[CH:10]=[CH:9][C:8]([O:11][C:12]([F:15])([F:14])[F:13])=[CH:7][CH:6]=1.FC(F)(F)S(O[Si:25]([C:28]([CH3:31])([CH3:30])[CH3:29])([CH3:27])[CH3:26])(=O)=O.CC1C=CC=C(C)N=1.C(=O)([O-])O.[Na+]. Product: [C:28]([Si:25]([CH3:27])([CH3:26])[O:16][CH:3]([CH2:4][C:5]1[CH:10]=[CH:9][C:8]([O:11][C:12]([F:13])([F:14])[F:15])=[CH:7][CH:6]=1)[C:2]([F:17])([F:18])[F:1])([CH3:31])([CH3:30])[CH3:29]. The catalyst class is: 7.